Predict which catalyst facilitates the given reaction. From a dataset of Catalyst prediction with 721,799 reactions and 888 catalyst types from USPTO. (1) Reactant: [NH2:1][CH2:2][CH:3]1[N:12]2[C:7](=[CH:8][C:9](=[O:18])[C:10]([C:13]([O:15]CC)=[O:14])=[CH:11]2)[C:6]2[CH:19]=[C:20]([O:26][CH2:27][CH3:28])[C:21]([O:23][CH2:24][CH3:25])=[CH:22][C:5]=2[CH2:4]1.O[Li].O.Cl. Product: [NH2:1][CH2:2][CH:3]1[N:12]2[C:7](=[CH:8][C:9](=[O:18])[C:10]([C:13]([OH:15])=[O:14])=[CH:11]2)[C:6]2[CH:19]=[C:20]([O:26][CH2:27][CH3:28])[C:21]([O:23][CH2:24][CH3:25])=[CH:22][C:5]=2[CH2:4]1. The catalyst class is: 24. (2) Reactant: [BH4-].[Na+].O.[C:4]([O:8][C:9]([N:11]1[CH2:15][CH:14]([O:16][Si:17]([C:20]([CH3:23])([CH3:22])[CH3:21])([CH3:19])[CH3:18])[CH2:13][CH:12]1[CH:24]=[CH:25][N+:26]([O-:28])=[O:27])=[O:10])([CH3:7])([CH3:6])[CH3:5]. Product: [C:4]([O:8][C:9]([N:11]1[CH2:15][CH:14]([O:16][Si:17]([C:20]([CH3:21])([CH3:22])[CH3:23])([CH3:19])[CH3:18])[CH2:13][CH:12]1[CH2:24][CH2:25][N+:26]([O-:28])=[O:27])=[O:10])([CH3:7])([CH3:5])[CH3:6]. The catalyst class is: 1. (3) The catalyst class is: 1. Product: [Cl:27][C:20]1[CH:21]=[C:22]([CH3:26])[CH:23]=[C:24]([Cl:25])[C:19]=1[O:18][C@H:15]1[CH2:16][CH2:17][N:13]([C:10]2[N:11]=[CH:12][C:7]([CH:31]=[O:32])=[CH:8][CH:9]=2)[CH2:14]1. Reactant: [Li]CCCC.Br[C:7]1[CH:8]=[CH:9][C:10]([N:13]2[CH2:17][CH2:16][C@H:15]([O:18][C:19]3[C:24]([Cl:25])=[CH:23][C:22]([CH3:26])=[CH:21][C:20]=3[Cl:27])[CH2:14]2)=[N:11][CH:12]=1.CN([CH:31]=[O:32])C.[NH4+].[Cl-]. (4) Reactant: [CH3:1][C:2]1([CH3:10])[CH2:7][C:6](=O)[CH2:5][C:4](=[O:9])[CH2:3]1.CN(C=O)C.C(Cl)(=O)C([Cl:19])=O. Product: [Cl:19][C:6]1[CH2:7][C:2]([CH3:10])([CH3:1])[CH2:3][C:4](=[O:9])[CH:5]=1. The catalyst class is: 2. (5) Product: [Cl:15][C:6]([C:9]1[CH:14]=[CH:13][N:12]=[CH:11][CH:10]=1)=[CH:7][C:26]#[N:24]. The catalyst class is: 84. Reactant: O=P(Cl)(Cl)Cl.[C:6]([C:9]1[CH:14]=[CH:13][N:12]=[CH:11][CH:10]=1)(=O)[CH3:7].[ClH:15].NO.C(=O)([O-])O.[Na+].C[N:24]([CH:26]=O)C.